This data is from Catalyst prediction with 721,799 reactions and 888 catalyst types from USPTO. The task is: Predict which catalyst facilitates the given reaction. (1) Reactant: [F:1][C:2]1[CH:9]=[CH:8][C:5]([CH:6]=O)=[CH:4][CH:3]=1.[CH3:10][NH2:11].[BH4-].[Na+]. Product: [F:1][C:2]1[CH:9]=[CH:8][C:5]([CH2:6][NH:11][CH3:10])=[CH:4][CH:3]=1. The catalyst class is: 5. (2) Reactant: [CH3:1][C:2]1([CH3:30])[N:6]([CH2:7][CH2:8][NH:9][C:10]2[N:15]=[C:14]([C:16]3[S:17][C:18]4[CH:24]=[CH:23][C:22]([N+:25]([O-])=O)=[CH:21][C:19]=4[CH:20]=3)[CH:13]=[CH:12][N:11]=2)[C:5](=[O:28])[NH:4][C:3]1=[O:29].[H][H]. Product: [CH3:1][C:2]1([CH3:30])[N:6]([CH2:7][CH2:8][NH:9][C:10]2[N:15]=[C:14]([C:16]3[S:17][C:18]4[CH:24]=[CH:23][C:22]([NH2:25])=[CH:21][C:19]=4[CH:20]=3)[CH:13]=[CH:12][N:11]=2)[C:5](=[O:28])[NH:4][C:3]1=[O:29]. The catalyst class is: 19.